Dataset: Experimentally validated miRNA-target interactions with 360,000+ pairs, plus equal number of negative samples. Task: Binary Classification. Given a miRNA mature sequence and a target amino acid sequence, predict their likelihood of interaction. (1) The miRNA is hsa-miR-3186-3p with sequence UCACGCGGAGAGAUGGCUUUG. The protein sequence of the target gene is MELWRQCTHWLIQCRVLPPSHRVTWDGAQVCELAQALRDGVLLCQLLNNLLPHAINLREVNLRPQMSQFLCLKNIRTFLSTCCEKFGLKRSELFEAFDLFDVQDFGKVIYTLSALSWTPIAQNRGIMPFPTEEESVGDEDIYSGLSDQIDDTVEEDEDLYDCVENEEAEGDEIYEDLMRSEPVSMPPKMTEYDKRCCCLREIQQTEEKYTDTLGSIQQHFLKPLQRFLKPQDIEIIFINIEDLLRVHTHFLKEMKEALGTPGAANLYQVFIKYKERFLVYGRYCSQVESASKHLDRVAAA.... Result: 0 (no interaction). (2) The miRNA is hsa-miR-506-5p with sequence UAUUCAGGAAGGUGUUACUUAA. The protein sequence of the target gene is MRWFLPWTLAAVTAAAASTVLATALSPAPTTMDFTPAPLEDTSSRPQFCKWPCECPPSPPRCPLGVSLITDGCECCKMCAQQLGDNCTEAAICDPHRGLYCDYSGDRPRYAIGVCAQVVGVGCVLDGVRYNNGQSFQPNCKYNCTCIDGAVGCTPLCLRVRPPRLWCPHPRRVSIPGHCCEQWVCEDDAKRPRKTAPRDTGAFDAVGEVEAWHRNCIAYTSPWSPCSTSCGLGVSTRISNVNAQCWPEQESRLCNLRPCDVDIHTLIKAGKKCLAVYQPEASMNFTLAGCISTRSYQPKY.... Result: 1 (interaction). (3) The miRNA is hsa-miR-4695-5p with sequence CAGGAGGCAGUGGGCGAGCAGG. The protein sequence of the target gene is MNMEGLVMFQDLSIDFSQEEWECLDAAQKDLYRDVMMENYSSLVSLGLSIPKPDVISLLEQGKEPWMVSRDVLGGWCRDSEFRCKTKDSCLPKEIYEVTSSQWVRMEKCHSLVGSSVRDDWECKGQFQHQDINQERYLEKAIMTYETTPTFCLQTSLTLHHRIHPGEKLYKSTECMAFKYGSELTQQQETHTGEKLYKCKECGKAFHHFSYLVKHQRIHTGEKPCACKEYGKAFISGSHLIQHQKMYTDERPHECQESVKAFRPSAHLIQHWRIHTGDKPYECKECGKSFTSGSTLNQHQ.... Result: 1 (interaction). (4) The miRNA is hsa-miR-6846-5p with sequence UGGGGGCUGGAUGGGGUAGAGU. The protein sequence of the target gene is MRTLLTILTVGSLAAHAPEDPSDLLQHVKFQSSNFENILTWDSGPEGTPDTVYSIEYKTYGERDWVAKKGCQRITRKSCNLTVETGNLTELYYARVTAVSAGGRSATKMTDRFSSLQHTTLKPPDVTCISKVRSIQMIVHPTPTPIRAGDGHRLTLEDIFHDLFYHLELQVNRTYQMHLGGKQREYEFFGLTPDTEFLGTIMICVPTWAKESAPYMCRVKTLPDRTWTYSFSGAFLFSMGFLVAVLCYLSYRYVTKPPAPPNSLNVQRVLTFQPLRFIQEHVLIPVFDLSGPSSLAQPVQ.... Result: 0 (no interaction). (5) The miRNA is hsa-miR-3912-5p with sequence AUGUCCAUAUUAUGGGUUAGU. The protein sequence of the target gene is MASTNAESQLQRIIRDLQDAVTELSKEFQEAGEPITDDSTSLHKFSYKLEYLLQFDQKEKATLLGNKKDYWDYFCACLAKVKGANDGIRFVKSISELRTSLGKGRAFIRYSLVHQRLADTLQQCFMNTKVTSDWYYARSPFLQPKLSSDIVGQLYELTEVQFDLASRGFDLDAAWPTFARRTLTTGSSAYLWKPPSRSSSMSSLVSSYLQTQEMVSNFDLNSPLNNEALEGFDEMRLELDQLEVREKQLRERMQQLDRENQELRAAVSQQGEQLQTERERGRTAAEDNVRLTCLVAELQK.... Result: 0 (no interaction). (6) The miRNA is mmu-miR-679-3p with sequence AGCAAGGUCCUCCUCACAGUAG. The protein sequence of the target gene is MTMLLDGGPQFPGLGVGSFGAPRHHEMPNREPAGMGLNPFGDSTHAAAAAAAAAAFKLSPATAHDLSSGQSSAFTPQGSGYANALGHHHHHHHHHHASQVPTYGGAASAAFNSTRDFLFRQRGSGLSEAASGGGQHGLFAGSASSLHAPAGIPEPPSYLLFPGLHEQGAGHPSPTGHVDNNQVHLGLRGELFGRADPYRPVASPRTDPYAASAQFPNYSPMNMNMGVNVAAHHGPGAFFRYMRQPIKQELSCKWIEEAQLSRPKKSCDRTFSTMHELVTHVTMEHVGGPEQNNHVCYWEE.... Result: 0 (no interaction). (7) The miRNA is hsa-miR-676-5p with sequence UCUUCAACCUCAGGACUUGCA. The protein sequence of the target gene is MMFYRLLSIVGRQRASPGWQNWSSARNSTSAAEARSMALPTQAQVVICGGGITGTSVAYHLSKMGWKDIVLLEQGRLAAGSTRFCAGILSTARHLTIEQKMADYSNKLYYQLEQETGIQTGYTRTGSIFLAQTQDRLISLKRINAGLNVIGIPSEIISPKKVAELHHLLNVHDLVGAMHVPEDAVVSSADVALALASAASQNGVQIYDRTSVLHVMVKKGQVTGVETDKGQIECQYFVNCAGQWAYELGLSNEEPVSIPLHACEHFYLLTRPLETPLQSSTPTIVDADGRIYIRNWQGGI.... Result: 0 (no interaction). (8) Result: 1 (interaction). The miRNA is mmu-miR-30a-5p with sequence UGUAAACAUCCUCGACUGGAAG. The protein sequence of the target gene is MSVTSWFLVSSSGTRHRLPRELIFVGRDECELMLQSRSVDKQHAVINYDQDRDEHWVKDLGSLNGTFVNDVRIPDQKYITLKLNDVIRFGYDSNMYVLERVQHRVPEEALKHEKYTSQLQVSVKVSAPKRGDALPDHTPYCESSQPRPEKGDRRHGAEAVAYRTPLYGQPSWWGEDDSGAPSEDRHQEEPYSERPKDLAQQNGELDSCRAPAEPPDYSFRREPSYFEIPTKETPQPPRLPEVPTQEVPTKDQEAGVGGTAPVVQSHASFTIEFDDCSPGKVKIKDHITKFSLRQRRAPSK....